This data is from Forward reaction prediction with 1.9M reactions from USPTO patents (1976-2016). The task is: Predict the product of the given reaction. (1) Given the reactants Br[C:2]1[C:11]([O:12][CH3:13])=[CH:10][C:9]2[CH:4]([CH:5]([N:15]3[CH2:20][CH2:19][O:18][CH2:17][CH2:16]3)[N:6]=[C:7]([Cl:14])[N:8]=2)[CH:3]=1.CN(C)C=O.[F:26][CH2:27][CH2:28][CH2:29][S:30]([NH:33][C:34]1[CH:39]=[CH:38][CH:37]=[C:36](B2OC(C)(C)C(C)(C)O2)[C:35]=1[F:49])(=[O:32])=[O:31].C(=O)([O-])[O-].[Na+].[Na+], predict the reaction product. The product is: [Cl:14][C:7]1[N:6]=[C:5]([N:15]2[CH2:20][CH2:19][O:18][CH2:17][CH2:16]2)[C:4]2[C:9](=[CH:10][C:11]([O:12][CH3:13])=[C:2]([C:36]3[C:35]([F:49])=[C:34]([NH:33][S:30]([CH2:29][CH2:28][CH2:27][F:26])(=[O:31])=[O:32])[CH:39]=[CH:38][CH:37]=3)[CH:3]=2)[N:8]=1. (2) The product is: [CH3:34][C:33]1[CH:35]=[CH:36][C:30]([S:27]([O:12][CH:9]([CH2:10][CH3:11])[C@@H:8]([NH:13][C:14]([O:15][C:16]([CH3:19])([CH3:18])[CH3:17])=[O:20])[CH2:7][CH:1]2[CH2:2][CH2:3][CH2:4][CH2:5][CH2:6]2)(=[O:29])=[O:28])=[CH:31][CH:32]=1. Given the reactants [CH:1]1([CH2:7][C@H:8]([NH:13][C:14](=[O:20])[O:15][C:16]([CH3:19])([CH3:18])[CH3:17])[CH:9]([OH:12])[CH2:10][CH3:11])[CH2:6][CH2:5][CH2:4][CH2:3][CH2:2]1.N1C=CC=CC=1.[S:27](Cl)([C:30]1[CH:36]=[CH:35][C:33]([CH3:34])=[CH:32][CH:31]=1)(=[O:29])=[O:28], predict the reaction product. (3) Given the reactants [F:1][C:2]([F:19])([F:18])[C:3]1[CH:4]=[C:5]([CH:15]=[CH:16][CH:17]=1)[CH2:6][C:7]1[O:11][N:10]=[C:9]([C:12]([OH:14])=O)[CH:8]=1.Cl.[O:21]1[CH2:25][CH2:24][CH:23]([CH2:26][NH2:27])[CH2:22]1.C(N(CC)CC)C.ON1C2C=CC=CC=2N=N1.Cl.C(N=C=NCCCN(C)C)C, predict the reaction product. The product is: [O:21]1[CH2:25][CH2:24][CH:23]([CH2:26][NH:27][C:12]([C:9]2[CH:8]=[C:7]([CH2:6][C:5]3[CH:15]=[CH:16][CH:17]=[C:3]([C:2]([F:1])([F:19])[F:18])[CH:4]=3)[O:11][N:10]=2)=[O:14])[CH2:22]1. (4) Given the reactants C([O:4][CH2:5][C:6]([CH3:50])([CH3:49])[CH2:7][N:8]1[C:14]2[CH:15]=[CH:16][C:17]([Cl:19])=[CH:18][C:13]=2[C@@H:12]([C:20]2[CH:25]=[CH:24][CH:23]=[C:22]([O:26][CH3:27])[C:21]=2[O:28][CH3:29])[O:11][C@H:10]([CH2:30][C:31]([NH:33][C:34]2[CH:35]=[C:36]([C:44]([O:46]C)=[O:45])[C:37]3[CH2:38][CH2:39][CH2:40][CH2:41][C:42]=3[CH:43]=2)=[O:32])[C:9]1=[O:48])(=O)C.[OH-].[Na+].C(O)C, predict the reaction product. The product is: [Cl:19][C:17]1[CH:16]=[CH:15][C:14]2[N:8]([CH2:7][C:6]([CH3:50])([CH3:49])[CH2:5][OH:4])[C:9](=[O:48])[C@@H:10]([CH2:30][C:31]([NH:33][C:34]3[CH:35]=[C:36]([C:44]([OH:46])=[O:45])[C:37]4[CH2:38][CH2:39][CH2:40][CH2:41][C:42]=4[CH:43]=3)=[O:32])[O:11][C@H:12]([C:20]3[CH:25]=[CH:24][CH:23]=[C:22]([O:26][CH3:27])[C:21]=3[O:28][CH3:29])[C:13]=2[CH:18]=1. (5) Given the reactants [CH3:1][O:2][C:3]1[CH:4]=[C:5]([NH:11][C:12]2[N:17]=[C:16]([NH:18][CH2:19]C3CCCNC3)[N:15]3[CH:26]=[CH:27][N:28]=[C:14]3[C:13]=2[C:29]([NH2:31])=[O:30])[CH:6]=[C:7]([O:9][CH3:10])[CH:8]=1.[C:32]([CH2:34][C:35]([OH:37])=O)#[N:33].CN(C(ON1N=N[C:48]2[CH:49]=[CH:50][CH:51]=[N:52][C:47]1=2)=[N+](C)C)C.F[P-](F)(F)(F)(F)F.CCN(C(C)C)C(C)C, predict the reaction product. The product is: [C:32]([CH2:34][C:35]([N:52]1[CH2:47][CH2:48][CH2:49][CH:50]([N:18]([CH3:19])[C:16]2[N:15]3[CH:26]=[CH:27][N:28]=[C:14]3[C:13]([C:29]([NH2:31])=[O:30])=[C:12]([NH:11][C:5]3[CH:4]=[C:3]([O:2][CH3:1])[CH:8]=[C:7]([O:9][CH3:10])[CH:6]=3)[N:17]=2)[CH2:51]1)=[O:37])#[N:33]. (6) The product is: [C:28]([O:32][C:33]([N:35]1[CH2:40][CH2:39][CH:38]([CH2:41][NH:42][C:43](=[O:46])[CH2:44][NH:45][C:21](=[O:22])[C:20]2[CH:24]=[CH:25][C:17]([S:14](=[O:15])(=[O:16])[NH:13][C:8]3[CH:9]=[CH:10][CH:11]=[CH:12][C:7]=3[O:6][C:5]3[CH:26]=[CH:27][C:2]([Br:1])=[CH:3][CH:4]=3)=[CH:18][CH:19]=2)[CH2:37][CH2:36]1)=[O:34])([CH3:31])([CH3:29])[CH3:30]. Given the reactants [Br:1][C:2]1[CH:27]=[CH:26][C:5]([O:6][C:7]2[CH:12]=[CH:11][CH:10]=[CH:9][C:8]=2[NH:13][S:14]([C:17]2[CH:25]=[CH:24][C:20]([C:21](O)=[O:22])=[CH:19][CH:18]=2)(=[O:16])=[O:15])=[CH:4][CH:3]=1.[C:28]([O:32][C:33]([N:35]1[CH2:40][CH2:39][CH:38]([CH2:41][NH:42][C:43](=[O:46])[CH2:44][NH2:45])[CH2:37][CH2:36]1)=[O:34])([CH3:31])([CH3:30])[CH3:29], predict the reaction product.